Dataset: Forward reaction prediction with 1.9M reactions from USPTO patents (1976-2016). Task: Predict the product of the given reaction. (1) Given the reactants [Br:1][C:2]1[CH:10]=[CH:9][C:5]([C:6]([OH:8])=O)=[C:4]([F:11])[CH:3]=1.[CH3:12][NH:13][CH2:14][CH3:15], predict the reaction product. The product is: [Br:1][C:2]1[CH:10]=[CH:9][C:5]([C:6]([N:13]([CH2:14][CH3:15])[CH3:12])=[O:8])=[C:4]([F:11])[CH:3]=1. (2) Given the reactants [NH2:1][C:2]1[S:3][CH:4]=[C:5]([CH2:7][C:8]([O:10][CH2:11][CH3:12])=[O:9])[N:6]=1.[CH3:13][O:14][C:15]1[CH:16]=[C:17]([S:23](Cl)(=[O:25])=[O:24])[CH:18]=[CH:19][C:20]=1[O:21][CH3:22], predict the reaction product. The product is: [CH3:13][O:14][C:15]1[CH:16]=[C:17]([S:23]([NH:1][C:2]2[S:3][CH:4]=[C:5]([CH2:7][C:8]([O:10][CH2:11][CH3:12])=[O:9])[N:6]=2)(=[O:24])=[O:25])[CH:18]=[CH:19][C:20]=1[O:21][CH3:22]. (3) The product is: [F:14][C:10]1[CH:9]=[C:8]2[C:13]([C:5]([C:3]([OH:4])=[O:20])=[CH:6][N:7]2[CH:15]([CH3:17])[CH3:16])=[CH:12][CH:11]=1. Given the reactants FC(F)(F)[C:3]([C:5]1[C:13]2[C:8](=[CH:9][C:10]([F:14])=[CH:11][CH:12]=2)[N:7]([CH:15]([CH3:17])[CH3:16])[CH:6]=1)=[O:4].[OH-:20].[Na+], predict the reaction product. (4) Given the reactants [Br:1][C:2]1[C:10]2[C:5](=[CH:6][CH:7]=[C:8]([NH:11][C:12]3[N:21]=[CH:20][C:19]([CH:22]4[CH2:24][CH2:23]4)=[CH:18][C:13]=3[C:14]([O:16][CH3:17])=[O:15])[CH:9]=2)[NH:4][CH:3]=1.[CH3:25]C(C)([O-])C.[K+].IC.C(OCC)(=O)C, predict the reaction product. The product is: [Br:1][C:2]1[C:10]2[C:5](=[CH:6][CH:7]=[C:8]([NH:11][C:12]3[N:21]=[CH:20][C:19]([CH:22]4[CH2:24][CH2:23]4)=[CH:18][C:13]=3[C:14]([O:16][CH3:17])=[O:15])[CH:9]=2)[N:4]([CH3:25])[CH:3]=1.